This data is from Full USPTO retrosynthesis dataset with 1.9M reactions from patents (1976-2016). The task is: Predict the reactants needed to synthesize the given product. (1) Given the product [CH3:31][C:29]1([CH3:32])[O:30][C:25]2[CH:24]=[CH:23][C:22]([NH:21][CH2:15][C:14]3[CH:17]=[CH:18][C:11]([C:10]#[C:9][C:6]4[CH:7]=[CH:8][C:3]([C:2]([F:20])([F:19])[F:1])=[CH:4][CH:5]=4)=[CH:12][CH:13]=3)=[CH:34][C:26]=2[C:27](=[O:33])[O:28]1, predict the reactants needed to synthesize it. The reactants are: [F:1][C:2]([F:20])([F:19])[C:3]1[CH:8]=[CH:7][C:6]([C:9]#[C:10][C:11]2[CH:18]=[CH:17][C:14]([CH:15]=O)=[CH:13][CH:12]=2)=[CH:5][CH:4]=1.[NH2:21][C:22]1[CH:23]=[CH:24][C:25]2[O:30][C:29]([CH3:32])([CH3:31])[O:28][C:27](=[O:33])[C:26]=2[CH:34]=1. (2) Given the product [CH3:38][N:19]([CH2:20][C@H:21]1[CH2:22][CH2:23][C@H:24]([CH2:27][NH:28][C:29](=[O:35])[O:30][C:31]([CH3:32])([CH3:34])[CH3:33])[CH2:25][CH2:26]1)[C:17]([C:15]1[C:14]2[C:9](=[CH:10][CH:11]=[CH:12][CH:13]=2)[N:8]=[C:7]([C:1]2[CH:6]=[CH:5][CH:4]=[CH:3][CH:2]=2)[CH:16]=1)=[O:18], predict the reactants needed to synthesize it. The reactants are: [C:1]1([C:7]2[CH:16]=[C:15]([C:17]([NH:19][CH2:20][C@H:21]3[CH2:26][CH2:25][C@H:24]([CH2:27][NH:28][C:29](=[O:35])[O:30][C:31]([CH3:34])([CH3:33])[CH3:32])[CH2:23][CH2:22]3)=[O:18])[C:14]3[C:9](=[CH:10][CH:11]=[CH:12][CH:13]=3)[N:8]=2)[CH:6]=[CH:5][CH:4]=[CH:3][CH:2]=1.[H-].[Na+].[C:38]([O-])([O-])=O.[K+].[K+].CI. (3) Given the product [OH:3][C@H:1]([C:4]1[CH:9]=[CH:8][CH:7]=[CH:6][C:5]=1[CH:10]1[CH2:11][N:12]([C:14]([O:16][C:17]([CH3:18])([CH3:20])[CH3:19])=[O:15])[CH2:13]1)[CH3:2], predict the reactants needed to synthesize it. The reactants are: [C:1]([C:4]1[CH:9]=[CH:8][CH:7]=[CH:6][C:5]=1[CH:10]1[CH2:13][N:12]([C:14]([O:16][C:17]([CH3:20])([CH3:19])[CH3:18])=[O:15])[CH2:11]1)(=[O:3])[CH3:2].[BH4-].[Na+]. (4) Given the product [OH:1][C:2]1[CH:3]=[C:4]([C:9]([CH3:14])([CH3:13])[C:10]([O:12][CH3:15])=[O:11])[CH:5]=[C:6]([OH:8])[CH:7]=1, predict the reactants needed to synthesize it. The reactants are: [OH:1][C:2]1[CH:3]=[C:4]([C:9]([CH3:14])([CH3:13])[C:10]([OH:12])=[O:11])[CH:5]=[C:6]([OH:8])[CH:7]=1.[C:15](=O)(O)[O-].[Na+].IC. (5) Given the product [F:1][C:2]1[CH:7]=[CH:6][C:5]([N:8]2[C:9]3[CH:14]=[CH:13][CH:12]=[CH:11][C:10]=3[NH:15][S:16]2(=[O:18])=[O:17])=[CH:4][CH:3]=1, predict the reactants needed to synthesize it. The reactants are: [F:1][C:2]1[CH:7]=[CH:6][C:5]([NH:8][C:9]2[C:10]([NH2:15])=[CH:11][CH:12]=[CH:13][CH:14]=2)=[CH:4][CH:3]=1.[S:16](N)(N)(=[O:18])=[O:17]. (6) Given the product [CH2:1]([O:3][C:4]([C:6]1([C:9]2[N:19]=[C:12]3[C:13]([O:17][CH3:18])=[CH:14][CH:15]=[C:16]([I:20])[N:11]3[N:10]=2)[CH2:8][CH2:7]1)=[O:5])[CH3:2], predict the reactants needed to synthesize it. The reactants are: [CH2:1]([O:3][C:4]([C:6]1([C:9]2[N:19]=[C:12]3[C:13]([O:17][CH3:18])=[CH:14][CH:15]=[CH:16][N:11]3[N:10]=2)[CH2:8][CH2:7]1)=[O:5])[CH3:2].[I:20]N1C(=O)CCC1=O.B(F)(F)F.[O-]S([O-])(=S)=O.[Na+].[Na+]. (7) Given the product [NH2:18][C:19]1[N:20]=[CH:21][C:22]([C:10]2[CH:11]=[CH:12][C:7]([S:4]([N:3]([CH2:1][CH3:2])[CH3:17])(=[O:6])=[O:5])=[CH:8][N:9]=2)=[CH:23][C:24]=1[C:25]1[S:33][C:28]2[C:29](=[O:32])[NH:30][CH2:31][C:27]=2[CH:26]=1, predict the reactants needed to synthesize it. The reactants are: [CH2:1]([N:3]([CH3:17])[S:4]([C:7]1[CH:8]=[N:9][C:10]([Sn](C)(C)C)=[CH:11][CH:12]=1)(=[O:6])=[O:5])[CH3:2].[NH2:18][C:19]1[C:24]([C:25]2[S:33][C:28]3[C:29](=[O:32])[NH:30][CH2:31][C:27]=3[CH:26]=2)=[CH:23][C:22](Br)=[CH:21][N:20]=1.